Dataset: Experimentally validated miRNA-target interactions with 360,000+ pairs, plus equal number of negative samples. Task: Binary Classification. Given a miRNA mature sequence and a target amino acid sequence, predict their likelihood of interaction. (1) The protein sequence of the target gene is MSDIEEVVEEYEEEEQEEAAVEEEEDWREDEDEQEEAAEEDAEAEAETEETRAEEDEEEEEAKEAEDGPMEESKPKPRSFMPNLVPPKIPDGERVDFDDIHRKRMEKDLNELQALIEAHFENRKKEEEELVSLKDRIERRRAERAEQQRIRNEREKERQNRLAEERARREEEENRRKAEDEARKKKALSNMMHFGGYIQKQAQTERKSGKRQTEREKKKKILAERRKVLAIDHLNEDQLREKAKELWQSIYNLEAEKFDLQEKFKQQKYEINVLRNRINDNQKVSKTRGKAKVTGRWK. The miRNA is hsa-miR-1282 with sequence UCGUUUGCCUUUUUCUGCUU. Result: 0 (no interaction). (2) The miRNA is mmu-miR-3099-3p with sequence UAGGCUAGAGAGAGGUUGGGGA. The protein sequence of the target gene is MGGCFSKPKPVELKIEVVLPEKERGKEELSASGKGSPRAYQGNGTARHFHTEERLSTPHPYPSPQDCVEAAVCHVKDLENGQMREVELGWGKVLLVKDNGEFHALGHKCPHYGAPLVKGVLSRGRVRCPWHGACFNISTGDLEDFPGLDSLHKFQVKIEKEKVYVRASKQALQLQRRTKVMAKCISPSAGYSSSTNVLIVGAGAAGLVCAETLRQEGFSDRIVLCTLDRHLPYDRPKLSKSLDTQPEQLALRPKEFFRAYGIEVLTEAQVVTVDVRTKKVVFKDGFKLEYSKLLLAPGSS.... Result: 0 (no interaction). (3) The miRNA is mmu-miR-3110-5p with sequence UUCUGCCUCCCCUGAAGGCUC. The protein sequence of the target gene is MAASGDPGSAESYRSPLAARYASREMCFLFSDRYKFQTWRQLWLWLAEAEQTLGLPITDEQIQEMKSNLNNIDFQMAAEEEKRLRHDVMAHVHTFGHCCPKAAGIIHLGATSCYVGDNTDLIILRNAFDLLLPKLARVISRLADFAKDRADLPTLGFTHFQPAQLTTVGKRCCLWIQDLCMDLQNLKRVRDELRFRGVKGTTGTQASFLQLFEGDHQKVEQLDKMVTEKAGFKRAFIITGQTYTRKVDIEVLSVLASLGASVHKICTDIRLLANLKEMEEPFEKQQIGSSAMPYKRNPMR.... Result: 1 (interaction). (4) The miRNA is mmu-miR-5116 with sequence UUUGAUAGGAACCCCGCCUGA. The protein sequence of the target gene is MVTAFLNERQATTEEMALVSNALAAYSFIADQPERAALYFVCGVCLGLVLTLIALVVQISCRTDCKTQQAPKKTGKTVENTSDTSDSDSDWDNTSDLSARRHRRFERTLGNVFTSAEELERAQRLEERERIIREIWMNGQPDMPGTRSLNRYY. Result: 0 (no interaction). (5) The miRNA is hsa-miR-626 with sequence AGCUGUCUGAAAAUGUCUU. The protein sequence of the target gene is MTTSSIRRQMKNIVNNYSEAEIKVREATSNDPWGPSSSLMTEIADLTYNVVAFSEIMSMVWKRLNDHGKNWRHVYKALTLLDYLIKTGSERVAQQCRENIFAIQTLKDFQYIDRDGKDQGINVREKSKQLVALLKDEERLKAERAQALKTKERMAQVATGMGSNQITFGRGSSQPNLSTSHSEQEYGKAGGSPASYHGSPEASLCPQHRTGAPLGQSEELQPLSQRHPFLPHLGLASRPNGDWSQPCLTCDRAARATSPRVSSELEQARPQTSGEEELQLQLALAMSREVAEQEERLRRG.... Result: 0 (no interaction). (6) The miRNA is hsa-miR-384 with sequence AUUCCUAGAAAUUGUUCAUA. The protein sequence of the target gene is MGILSVDLLITLQILPVFFSNCLFLALYDSVILLKHVVLLLSRSKSTRGEWRRMLTSEGLRCVWKSFLLDAYKQVKLGEDAPNSSVVHVSSTEGGDNSGNGTQEKIAEGATCHLLDFASPERPLVVNFGSATUPPFTSQLPAFRKLVEEFSSVADFLLVYIDEAHPSDGWAIPGDSSLSFEVKKHQNQEDRCAAAQQLLERFSLPPQCRVVADRMDNNANIAYGVAFERVCIVQRQKIAYLGGKGPFSYNLQEVRHWLEKNFSKRUKKTRLAG. Result: 1 (interaction). (7) The miRNA is mmu-miR-5121 with sequence AGCUUGUGAUGAGACAUCUCC. The protein sequence of the target gene is MGDMANNSVAYSGVKNSLKEANHDGDFGITLTELRALMELRSTDALRKIQESYGDVYGICTKLKTSPNEGLSGNPADLERREAVFGKNFIPPKKPKTFLQLVWEALQDVTLIILEIAAIVSLGLSFYQPPEGDNALCGEVSVGEEEGEGETGWIEGAAILLSVVCVVLVTAFNDWSKEKQFRGLQSRIEQEQKFTVIRGGQVIQIPVADITVGDIAQVKYGDLLPADGILIQGNDLKIDESSLTGESDHVKKSLDKDPLLLSGTHVMEGSGRMVVTAVGVNSQTGIIFTLLGAGGEEEEK.... Result: 1 (interaction). (8) The miRNA is cel-miR-234-3p with sequence UUAUUGCUCGAGAAUACCCUU. The protein sequence of the target gene is MKKLMVVLSLIAAAWAEEQNKLVHGGPCDKTSHPYQAALYTSGHLLCGGVLIHPLWVLTAAHCKKPNLQVFLGKHNLRQRESSQEQSSVVRAVIHPDYDAASHDQDIMLLRLARPAKLSELIQPLPLERDCSANTTSCHILGWGKTADGDFPDTIQCAYIHLVSREECEHAYPGQITQNMLCAGDEKYGKDSCQGDSGGPLVCGDHLRGLVSWGNIPCGSKEKPGVYTNVCRYTNWIQKTIQAK. Result: 0 (no interaction). (9) The miRNA is mmu-miR-3067-5p with sequence AGUUCUCAGGCCCGCUGUGGUGU. The protein sequence of the target gene is MGTSARWALWLLLALCWAPRDSGATASGKKAKCDSSQFQCTNGRCITLLWKCDGDEDCADGSDEKNCVKKTCAESDFVCKNGQCVPNRWQCDGDPDCEDGSDESPEQCHMRTCRINEISCGARSTQCIPVSWRCDGENDCDNGEDEENCGNITCSADEFTCSSGRCVSRNFVCNGQDDCDDGSDELDCAPPTCGAHEFQCSTSSCIPLSWVCDDDADCSDQSDESLEQCGRQPVIHTKCPTSEIQCGSGECIHKKWRCDGDPDCKDGSDEVNCPSRTCRPDQFECEDGSCIHGSRQCNGI.... Result: 1 (interaction). (10) The miRNA is mmu-miR-1946b with sequence GCCGGGCAGUGGUGGCACAUGCUUUU. The protein sequence of the target gene is MEGLAGYVYKAASEGKVLTLAALLLNRSESDIRYLLGYVSQQGGQRSTPLIIAARNGHAKVVRLLLEHYRVQTQQTGTVRFDGYVIDGATALWCAAGAGHFEVVKLLVSHGANVNHTTVTNSTPLRAACFDGRLDIVKYLVENNANISIANKYDNTCLMIAAYKGHTDVVRYLLEQRADPNAKAHCGATALHFAAEAGHIDIVKELIKWRAAIVVNGHGMTPLKVAAESCKADVVELLLSHADCDRRSRIEALELLGASFANDRENYDIMKTYHYLYLAMLERFQDGDNILEKEVLPPIH.... Result: 0 (no interaction).